From a dataset of Full USPTO retrosynthesis dataset with 1.9M reactions from patents (1976-2016). Predict the reactants needed to synthesize the given product. (1) Given the product [N+:1]([C:4]1[CH:5]=[CH:6][C:7]2[O:12][C@:11]([CH3:18])([CH:13]([O:16][CH3:17])[O:14][CH3:15])[C@@H:10]([OH:19])[C@H:9]([N:29]([C:23]3[CH:24]=[CH:25][C:26]([CH3:28])=[CH:27][C:22]=3[CH3:21])[CH2:30][C:31]3[NH:35][CH:34]=[CH:33][N:32]=3)[C:8]=2[CH:20]=1)([O-:3])=[O:2], predict the reactants needed to synthesize it. The reactants are: [N+:1]([C:4]1[CH:5]=[CH:6][C:7]2[O:12][C@:11]([CH3:18])([CH:13]([O:16][CH3:17])[O:14][CH3:15])[C@H:10]3[O:19][C@H:9]3[C:8]=2[CH:20]=1)([O-:3])=[O:2].[CH3:21][C:22]1[CH:27]=[C:26]([CH3:28])[CH:25]=[CH:24][C:23]=1[NH:29][CH2:30][C:31]1[NH:32][CH:33]=[CH:34][N:35]=1. (2) Given the product [CH3:1][C:2]1[CH:7]=[CH:6][N:5]=[C:4]([CH2:8][CH2:9][C:10]2[CH:15]=[CH:14][CH:13]=[CH:12][CH:11]=2)[CH:3]=1, predict the reactants needed to synthesize it. The reactants are: [CH3:1][C:2]1[CH:7]=[CH:6][N:5]=[C:4]([C:8]#[C:9][C:10]2[CH:15]=[CH:14][CH:13]=[CH:12][CH:11]=2)[CH:3]=1.